From a dataset of Catalyst prediction with 721,799 reactions and 888 catalyst types from USPTO. Predict which catalyst facilitates the given reaction. (1) Reactant: Cl[C:2]1[S:10][C:9]2[C:8]([C:11]([C:13]3[S:14][CH:15]=[CH:16][CH:17]=3)=[O:12])=[N:7][C:6]([NH:18][CH2:19][C:20]3[CH:21]=[N:22][CH:23]=[CH:24][CH:25]=3)=[N:5][C:4]=2[CH:3]=1.[N:26]1[CH:31]=[CH:30][CH:29]=[C:28]([CH2:32][NH2:33])[CH:27]=1.Cl. Product: [N:26]1[CH:31]=[CH:30][CH:29]=[C:28]([CH2:32][NH:33][C:2]2[S:10][C:9]3[C:8]([C:11]([C:13]4[S:14][CH:15]=[CH:16][CH:17]=4)=[O:12])=[N:7][C:6]([NH:18][CH2:19][C:20]4[CH:21]=[N:22][CH:23]=[CH:24][CH:25]=4)=[N:5][C:4]=3[CH:3]=2)[CH:27]=1. The catalyst class is: 44. (2) Reactant: C[O:2][C:3]([C:5]1[CH2:10][CH2:9][C:8](=[C:11]([CH3:13])[CH3:12])[CH2:7][CH:6]=1)=O.[H-].[Al+3].[Li+].[H-].[H-].[H-]. Product: [C:11](=[C:8]1[CH2:9][CH2:10][C:5]([CH2:3][OH:2])=[CH:6][CH2:7]1)([CH3:13])[CH3:12]. The catalyst class is: 1. (3) Reactant: [Br:1][C:2]1[CH:15]=[CH:14][C:5]([C:6]([NH:8][CH2:9][Si:10]([CH3:13])([CH3:12])[CH3:11])=O)=[CH:4][C:3]=1[CH3:16].COC1C=CC(P2(=S)SP(C3C=CC(OC)=CC=3)(=S)[S:26]2)=CC=1. Product: [Br:1][C:2]1[CH:15]=[CH:14][C:5]([C:6](=[S:26])[NH:8][CH2:9][Si:10]([CH3:13])([CH3:12])[CH3:11])=[CH:4][C:3]=1[CH3:16]. The catalyst class is: 11. (4) The catalyst class is: 8. Product: [NH2:5][CH2:6][C:7]1[C:12]([C:13]([CH3:14])([CH3:15])[CH3:16])=[CH:11][C:10]([C:17]([CH3:18])([CH3:19])[CH3:20])=[C:9]([C:21]2[CH:26]=[CH:25][C:24]([Cl:27])=[CH:23][CH:22]=2)[C:8]=1[OH:28]. Reactant: ClCC([NH:5][CH2:6][C:7]1[C:8]([OH:28])=[C:9]([C:21]2[CH:26]=[CH:25][C:24]([Cl:27])=[CH:23][CH:22]=2)[C:10]([C:17]([CH3:20])([CH3:19])[CH3:18])=[CH:11][C:12]=1[C:13]([CH3:16])([CH3:15])[CH3:14])=O.Cl. (5) Reactant: [CH3:1][NH:2][NH2:3].O[CH:5]=[CH:6][C:7]([C:9]1[CH:14]=[CH:13][CH:12]=[CH:11][C:10]=1[OH:15])=O. Product: [CH3:1][N:2]1[CH:5]=[CH:6][C:7]([C:9]2[CH:14]=[CH:13][CH:12]=[CH:11][C:10]=2[OH:15])=[N:3]1. The catalyst class is: 24. (6) Reactant: Cl[CH2:2][C:3]([O:5][CH2:6][CH3:7])=[O:4].[C:8]([O:12][C:13]([N:15]1[CH2:20][CH2:19][N:18]([C:21]2[NH:26][C:25](=[O:27])[C:24]3[NH:28][CH:29]=[N:30][C:23]=3[CH:22]=2)[CH2:17][CH2:16]1)=[O:14])([CH3:11])([CH3:10])[CH3:9].C(=O)([O-])[O-].[K+].[K+]. Product: [C:8]([O:12][C:13]([N:15]1[CH2:20][CH2:19][N:18]([C:21]2[NH:26][C:25](=[O:27])[C:24]3[N:28]([CH2:2][C:3]([O:5][CH2:6][CH3:7])=[O:4])[CH:29]=[N:30][C:23]=3[CH:22]=2)[CH2:17][CH2:16]1)=[O:14])([CH3:11])([CH3:9])[CH3:10]. The catalyst class is: 35.